The task is: Predict which catalyst facilitates the given reaction.. This data is from Catalyst prediction with 721,799 reactions and 888 catalyst types from USPTO. (1) Reactant: [Cl:1][C:2]1[CH:7]=[C:6]([Cl:8])[CH:5]=[CH:4][C:3]=1[C:9]1[N:10]=[C:11]([NH2:14])[S:12][CH:13]=1.CCN(CC)CC.[F:22][C:23]1[CH:31]=[CH:30][CH:29]=[C:28]([F:32])[C:24]=1[C:25](Cl)=[O:26]. Product: [Cl:1][C:2]1[CH:7]=[C:6]([Cl:8])[CH:5]=[CH:4][C:3]=1[C:9]1[N:10]=[C:11]([NH:14][C:25](=[O:26])[C:24]2[C:23]([F:22])=[CH:31][CH:30]=[CH:29][C:28]=2[F:32])[S:12][CH:13]=1. The catalyst class is: 79. (2) Reactant: [CH2:1]1[O:12][C:4]2([CH:9]3CC[CH:5]2[CH2:6][CH2:7][CH2:8]3)[O:3][CH2:2]1.[O:13]=[O+][O-].C1(P([C:29]2[CH:34]=CC=CC=2)C2C=CC=CC=2)C=CC=CC=1. Product: [CH2:2]1[O:3][C:4]2([CH2:5][CH:6]3[C:7](=[O:13])[CH:8]([CH2:34][CH2:29]3)[CH2:9]2)[O:12][CH2:1]1. The catalyst class is: 2. (3) Reactant: Cl.Cl.[CH3:3][N:4]([CH3:11])[C@@H:5]1[CH2:9][NH:8][CH2:7][C@H:6]1[OH:10].C(N(CC)CC)C.[C:19](O[C:19]([O:21][C:22]([CH3:25])([CH3:24])[CH3:23])=[O:20])([O:21][C:22]([CH3:25])([CH3:24])[CH3:23])=[O:20]. Product: [CH3:3][N:4]([CH3:11])[C@H:5]1[C@H:6]([OH:10])[CH2:7][N:8]([C:19]([O:21][C:22]([CH3:25])([CH3:24])[CH3:23])=[O:20])[CH2:9]1. The catalyst class is: 34. (4) Reactant: [CH3:1][O:2][CH2:3][CH2:4][O:5][C:6]1[CH:7]=[C:8]([CH:13]=[C:14]([CH2:16][CH2:17][O:18][CH3:19])[CH:15]=1)[C:9](OC)=[O:10].CC(C[AlH]CC(C)C)C. Product: [CH3:1][O:2][CH2:3][CH2:4][O:5][C:6]1[CH:7]=[C:8]([CH2:9][OH:10])[CH:13]=[C:14]([CH2:16][CH2:17][O:18][CH3:19])[CH:15]=1. The catalyst class is: 1. (5) Reactant: [H-].[Na+].[CH2:3]([N:10]1[CH2:15][CH2:14][C:13]([NH:21][C:22](=[O:27])[CH2:23][CH2:24][CH2:25]Cl)([C:16]([O:18][CH2:19][CH3:20])=[O:17])[CH2:12][CH2:11]1)[C:4]1[CH:9]=[CH:8][CH:7]=[CH:6][CH:5]=1.[I-].[Na+].C(Cl)Cl.CO. Product: [CH2:3]([N:10]1[CH2:15][CH2:14][C:13]([N:21]2[CH2:25][CH2:24][CH2:23][C:22]2=[O:27])([C:16]([O:18][CH2:19][CH3:20])=[O:17])[CH2:12][CH2:11]1)[C:4]1[CH:9]=[CH:8][CH:7]=[CH:6][CH:5]=1. The catalyst class is: 1.